Dataset: Full USPTO retrosynthesis dataset with 1.9M reactions from patents (1976-2016). Task: Predict the reactants needed to synthesize the given product. (1) Given the product [C:1]([N:9]1[CH2:14][CH2:13][N:12]([C:15](=[O:36])[C:16]([C:18]2[C:26]3[C:21](=[C:22]([C:29]4[N:30]=[CH:31][C:32]([OH:38])=[N:33][CH:34]=4)[N:23]=[CH:24][C:25]=3[O:27][CH3:28])[NH:20][CH:19]=2)=[O:17])[CH2:11][CH2:10]1)(=[O:8])[C:2]1[CH:7]=[CH:6][CH:5]=[CH:4][CH:3]=1, predict the reactants needed to synthesize it. The reactants are: [C:1]([N:9]1[CH2:14][CH2:13][N:12]([C:15](=[O:36])[C:16]([C:18]2[C:26]3[C:21](=[C:22]([C:29]4[N:30]=[CH:31][C:32](N)=[N:33][CH:34]=4)[N:23]=[CH:24][C:25]=3[O:27][CH3:28])[NH:20][CH:19]=2)=[O:17])[CH2:11][CH2:10]1)(=[O:8])[C:2]1[CH:7]=[CH:6][CH:5]=[CH:4][CH:3]=1.N([O-])=[O:38].[Na+].OS(O)(=O)=O. (2) Given the product [NH2:18][C:10]1[O:11][C@H:12]([C:14]([F:15])([F:17])[F:16])[CH2:13][C@:8]([C:6]2[N:7]=[C:2]([NH:41][C:39]([C:32]3[C:31]([Cl:30])=[CH:35][N:34]([CH:36]([F:37])[F:38])[N:33]=3)=[O:40])[CH:3]=[CH:4][C:5]=2[F:29])([CH2:27][F:28])[N:9]=1, predict the reactants needed to synthesize it. The reactants are: Br[C:2]1[N:7]=[C:6]([C@:8]2([CH2:27][F:28])[CH2:13][C@@H:12]([C:14]([F:17])([F:16])[F:15])[O:11][C:10]([NH:18]C(=O)C3C=CC=CC=3)=[N:9]2)[C:5]([F:29])=[CH:4][CH:3]=1.[Cl:30][C:31]1[C:32]([C:39]([NH2:41])=[O:40])=[N:33][N:34]([CH:36]([F:38])[F:37])[CH:35]=1. (3) Given the product [CH:1]([C:3]1[CH:4]=[C:5]([CH:8]=[CH:9][CH:10]=1)[CH2:6][N:11]1[CH2:16][CH2:15][O:14][CH2:13][CH2:12]1)=[CH2:2], predict the reactants needed to synthesize it. The reactants are: [CH:1]([C:3]1[CH:4]=[C:5]([CH:8]=[CH:9][CH:10]=1)[CH:6]=O)=[CH2:2].[NH:11]1[CH2:16][CH2:15][O:14][CH2:13][CH2:12]1.C(O[BH-](OC(=O)C)OC(=O)C)(=O)C.[Na+].C(O)(=O)C. (4) The reactants are: Cl.Cl.[NH2:3][C:4]1[C:8]2[CH2:9][N:10]([CH:13]3[CH2:17][CH2:16][NH:15][CH2:14]3)[CH2:11][CH2:12][C:7]=2[N:6]([C:18]2[CH:23]=[CH:22][C:21]([O:24][C:25]3[CH:30]=[CH:29][CH:28]=[CH:27][CH:26]=3)=[CH:20][CH:19]=2)[C:5]=1[C:31]([NH2:33])=[O:32].CCN(C(C)C)C(C)C.[C:43](Cl)(=[O:46])[CH:44]=[CH2:45]. Given the product [C:43]([N:15]1[CH2:16][CH2:17][CH:13]([N:10]2[CH2:11][CH2:12][C:7]3[N:6]([C:18]4[CH:19]=[CH:20][C:21]([O:24][C:25]5[CH:30]=[CH:29][CH:28]=[CH:27][CH:26]=5)=[CH:22][CH:23]=4)[C:5]([C:31]([NH2:33])=[O:32])=[C:4]([NH2:3])[C:8]=3[CH2:9]2)[CH2:14]1)(=[O:46])[CH:44]=[CH2:45], predict the reactants needed to synthesize it. (5) Given the product [NH2:19][C:4]1[N:3]=[C:2]([CH3:1])[C:7]([O:8][C:9]2[CH:14]=[CH:13][N:12]=[C:11]([NH:15][C:16](=[O:18])[CH3:17])[CH:10]=2)=[CH:6][CH:5]=1, predict the reactants needed to synthesize it. The reactants are: [CH3:1][C:2]1[C:7]([O:8][C:9]2[CH:14]=[CH:13][N:12]=[C:11]([NH:15][C:16](=[O:18])[CH3:17])[CH:10]=2)=[CH:6][CH:5]=[C:4]([N+:19]([O-])=O)[N:3]=1. (6) The reactants are: FC(F)(F)C1C=C(NC(=O)NC2C=CC(C3SC(CCC(O)=O)=NC=3)=CC=2)C=CC=1.[Cl:31][C:32]1[CH:37]=[CH:36][CH:35]=[CH:34][C:33]=1[NH:38][C:39](=[O:64])[NH:40][C:41]1[CH:46]=[CH:45][C:44]([C:47]2[N:48]=[C:49]([CH:52]3[CH2:57][CH2:56][N:55]([CH2:58][C:59]([O:61]CC)=[O:60])[CH2:54][CH2:53]3)[S:50][CH:51]=2)=[CH:43][CH:42]=1. Given the product [Cl:31][C:32]1[CH:37]=[CH:36][CH:35]=[CH:34][C:33]=1[NH:38][C:39](=[O:64])[NH:40][C:41]1[CH:42]=[CH:43][C:44]([C:47]2[N:48]=[C:49]([CH:52]3[CH2:53][CH2:54][N:55]([CH2:58][C:59]([OH:61])=[O:60])[CH2:56][CH2:57]3)[S:50][CH:51]=2)=[CH:45][CH:46]=1, predict the reactants needed to synthesize it. (7) Given the product [C:1]([O:5][C:6](=[O:32])[CH2:7][CH2:8][C:9]1[CH:14]=[CH:13][C:12]([O:15][CH2:16][CH2:17][C:18]2[N:19]=[C:20]([C:24]3[CH:29]=[CH:28][CH:27]=[CH:26][CH:25]=3)[O:21][C:22]=2[CH3:23])=[CH:11][C:10]=1[CH2:30][Br:58])([CH3:4])([CH3:3])[CH3:2], predict the reactants needed to synthesize it. The reactants are: [C:1]([O:5][C:6](=[O:32])[CH2:7][CH2:8][C:9]1[CH:14]=[CH:13][C:12]([O:15][CH2:16][CH2:17][C:18]2[N:19]=[C:20]([C:24]3[CH:29]=[CH:28][CH:27]=[CH:26][CH:25]=3)[O:21][C:22]=2[CH3:23])=[CH:11][C:10]=1[CH2:30]O)([CH3:4])([CH3:3])[CH3:2].C1COCC1.C1(P(C2C=CC=CC=2)C2C=CC=CC=2)C=CC=CC=1.C(Br)(Br)(Br)[Br:58]. (8) Given the product [C:32]([OH:37])(=[O:36])[C:33]([OH:35])=[O:34].[CH2:1]([O:8][CH2:9][CH2:10][C@H:11]1[CH2:14][C@@H:13]([CH2:15][N:16]2[CH2:21][CH2:20][N:19]([C:22]3[CH:27]=[CH:26][CH:25]=[CH:24][CH:23]=3)[CH2:18][CH2:17]2)[C:12]1([CH3:29])[CH3:28])[C:2]1[CH:7]=[CH:6][CH:5]=[CH:4][CH:3]=1, predict the reactants needed to synthesize it. The reactants are: [CH2:1]([O:8][CH2:9][CH2:10][C@H:11]1[CH2:14][C@@H:13]([CH2:15][N:16]2[CH2:21][CH2:20][N:19]([C:22]3[CH:27]=[CH:26][CH:25]=[CH:24][CH:23]=3)[CH2:18][CH2:17]2)[C:12]1([CH3:29])[CH3:28])[C:2]1[CH:7]=[CH:6][CH:5]=[CH:4][CH:3]=1.O.O.[C:32]([OH:37])(=[O:36])[C:33]([OH:35])=[O:34]. (9) Given the product [CH3:1][N:2]([CH2:9][C:10]([F:11])([F:12])[F:13])[C:3](=[O:8])[C:4]([OH:6])=[O:5], predict the reactants needed to synthesize it. The reactants are: [CH3:1][N:2]([CH2:9][C:10]([F:13])([F:12])[F:11])[C:3](=[O:8])[C:4]([O:6]C)=[O:5].[Li+].[OH-].Cl.